This data is from Peptide-MHC class I binding affinity with 185,985 pairs from IEDB/IMGT. The task is: Regression. Given a peptide amino acid sequence and an MHC pseudo amino acid sequence, predict their binding affinity value. This is MHC class I binding data. The peptide sequence is YTGAMTSKF. The MHC is HLA-B53:01 with pseudo-sequence HLA-B53:01. The binding affinity (normalized) is 0.213.